From a dataset of Forward reaction prediction with 1.9M reactions from USPTO patents (1976-2016). Predict the product of the given reaction. The product is: [CH3:1][O:8][C:9]1[C:10]([CH2:17][C:19]2[CH:24]=[CH:23][C:22]([O:25][CH3:26])=[CH:21][CH:20]=2)=[C:11]([OH:15])[CH:12]=[CH:13][CH:14]=1. Given the reactants [CH2:1]([O:8][C:9]1[CH:14]=[CH:13][CH:12]=[C:11]([O:15]C)[C:10]=1[CH:17]([C:19]1[CH:24]=[CH:23][C:22]([O:25][CH3:26])=[CH:21][CH:20]=1)O)C1C=CC=CC=1.Cl, predict the reaction product.